From a dataset of Catalyst prediction with 721,799 reactions and 888 catalyst types from USPTO. Predict which catalyst facilitates the given reaction. (1) Reactant: [CH2:1]([O:3][C:4](=[O:20])[NH:5][CH:6]1[CH2:11][CH2:10][CH:9]=[C:8]([C:12]#[C:13][C:14]2[CH:19]=[CH:18][CH:17]=[CH:16][CH:15]=2)[CH2:7]1)[CH3:2].[H-].[Na+].[CH3:23]I. Product: [CH2:1]([O:3][C:4](=[O:20])[N:5]([CH3:23])[CH:6]1[CH2:11][CH2:10][CH:9]=[C:8]([C:12]#[C:13][C:14]2[CH:19]=[CH:18][CH:17]=[CH:16][CH:15]=2)[CH2:7]1)[CH3:2]. The catalyst class is: 198. (2) Reactant: [Cl:1][CH2:2][C:3]([CH3:12])([CH3:11])[C:4]([N:6]1[CH2:10][CH2:9][CH2:8][CH2:7]1)=O.[H-].[Al+3].[Li+].[H-].[H-].[H-].O.[Na]. Product: [Cl:1][CH2:2][C:3]([CH3:12])([CH3:11])[CH2:4][N:6]1[CH2:10][CH2:9][CH2:8][CH2:7]1. The catalyst class is: 1. (3) Reactant: [CH2:1]([C:4]1([C:24]2[CH:29]=[CH:28][C:27]([F:30])=[CH:26][CH:25]=2)[O:9][C:8](=[O:10])[N:7]([C@H:11]2[CH2:16][CH2:15][CH2:14][N:13]([C:17]([O:19][C:20]([CH3:23])([CH3:22])[CH3:21])=[O:18])[CH2:12]2)[CH2:6][CH2:5]1)[CH:2]=[CH2:3].[OH:31]O.[OH-].[Na+]. Product: [F:30][C:27]1[CH:26]=[CH:25][C:24]([C:4]2([CH2:1][CH2:2][CH2:3][OH:31])[O:9][C:8](=[O:10])[N:7]([C@H:11]3[CH2:16][CH2:15][CH2:14][N:13]([C:17]([O:19][C:20]([CH3:23])([CH3:22])[CH3:21])=[O:18])[CH2:12]3)[CH2:6][CH2:5]2)=[CH:29][CH:28]=1. The catalyst class is: 1. (4) Reactant: C(=O)([O-])[O-].[K+].[K+].[CH3:7][C:8]1([CH3:39])[C:16]2[C:11](=[CH:12][CH:13]=[C:14]([C:17]3[CH:22]=[CH:21][C:20]([C:23]([F:26])([F:25])[F:24])=[CH:19][CH:18]=3)[CH:15]=2)[N:10]([C:27](=[O:38])[CH2:28][C:29]2[CH:34]=[CH:33][C:32]([OH:35])=[C:31]([O:36][CH3:37])[CH:30]=2)[CH2:9]1.Br[CH2:41][C:42]([O:44][C:45]([CH3:48])([CH3:47])[CH3:46])=[O:43]. Product: [CH3:7][C:8]1([CH3:39])[C:16]2[C:11](=[CH:12][CH:13]=[C:14]([C:17]3[CH:18]=[CH:19][C:20]([C:23]([F:24])([F:26])[F:25])=[CH:21][CH:22]=3)[CH:15]=2)[N:10]([C:27](=[O:38])[CH2:28][C:29]2[CH:34]=[CH:33][C:32]([O:35][CH2:41][C:42]([O:44][C:45]([CH3:48])([CH3:47])[CH3:46])=[O:43])=[C:31]([O:36][CH3:37])[CH:30]=2)[CH2:9]1. The catalyst class is: 3. (5) Reactant: [C:1]([OH:13])(=O)/[CH:2]=[CH:3]/[CH:4]=[CH:5]/[CH2:6][CH2:7][C:8]#[C:9][C:10]#[CH:11].Cl.C(N=C=NCCCN(C)C)C.O.N1(O)C2C=CC=CC=2N=N1.[C:37]1([CH2:43][CH2:44][NH2:45])[CH:42]=[CH:41][CH:40]=[CH:39][CH:38]=1. Product: [CH2:44]([NH:45][C:1](=[O:13])/[CH:2]=[CH:3]/[CH:4]=[CH:5]/[CH2:6][CH2:7][C:8]#[C:9][C:10]#[CH:11])[CH2:43][C:37]1[CH:42]=[CH:41][CH:40]=[CH:39][CH:38]=1. The catalyst class is: 681.